From a dataset of Reaction yield outcomes from USPTO patents with 853,638 reactions. Predict the reaction yield, written as a fraction of the theoretical maximum amount of product (1.0 means a 100% yield; for example, 0.34 means a 34% yield). (1) The reactants are [Cl-].O[NH3+:3].[C:4](=[O:7])([O-])[OH:5].[Na+].CS(C)=O.[CH3:13][O:14][CH:15]1[CH2:20][CH2:19][CH:18]([N:21]2[C:26](=[O:27])[C:25]([CH2:28][C:29]3[CH:34]=[CH:33][C:32]([C:35]4[C:36]([C:41]#[N:42])=[CH:37][CH:38]=[CH:39][CH:40]=4)=[CH:31][CH:30]=3)=[C:24]([CH2:43][CH2:44][CH3:45])[N:23]3[N:46]=[CH:47][N:48]=[C:22]23)[CH2:17][CH2:16]1. The catalyst is C(OCC)(=O)C. The product is [CH3:13][O:14][CH:15]1[CH2:16][CH2:17][CH:18]([N:21]2[C:26](=[O:27])[C:25]([CH2:28][C:29]3[CH:34]=[CH:33][C:32]([C:35]4[CH:40]=[CH:39][CH:38]=[CH:37][C:36]=4[C:41]4[NH:3][C:4](=[O:7])[O:5][N:42]=4)=[CH:31][CH:30]=3)=[C:24]([CH2:43][CH2:44][CH3:45])[N:23]3[N:46]=[CH:47][N:48]=[C:22]23)[CH2:19][CH2:20]1. The yield is 0.250. (2) The reactants are [O:1]1[C:6]2[CH:7]=[CH:8][CH:9]=[CH:10][C:5]=2[N:4]([CH:11]([C:19]2[CH:24]=[CH:23][CH:22]=[CH:21][CH:20]=2)[CH:12]([OH:18])[C:13](OCC)=[O:14])[CH2:3][CH2:2]1.[CH3:25][NH2:26]. No catalyst specified. The product is [O:1]1[C:6]2[CH:7]=[CH:8][CH:9]=[CH:10][C:5]=2[N:4]([CH:11]([C:19]2[CH:24]=[CH:23][CH:22]=[CH:21][CH:20]=2)[CH:12]([OH:18])[C:13]([NH:26][CH3:25])=[O:14])[CH2:3][CH2:2]1. The yield is 0.870. (3) The reactants are [CH3:1][O:2][C:3]1[CH:8]=[CH:7][C:6](O)=[CH:5][CH:4]=1.C1C=CC(P(C2C=CC=CC=2)C2C=CC=CC=2)=CC=1.CCOC(/N=N/C(OCC)=O)=O.[Cl:41][C:42]1[CH:57]=[CH:56][C:45]([CH2:46][N:47]2[CH:52]=[C:51]([CH2:53][OH:54])[CH:50]=[CH:49][C:48]2=[O:55])=[CH:44][CH:43]=1. The catalyst is C1COCC1. The product is [Cl:41][C:42]1[CH:43]=[CH:44][C:45]([CH2:46][N:47]2[CH:52]=[C:51]([CH2:53][O:54][C:6]3[CH:7]=[CH:8][C:3]([O:2][CH3:1])=[CH:4][CH:5]=3)[CH:50]=[CH:49][C:48]2=[O:55])=[CH:56][CH:57]=1. The yield is 0.420. (4) The reactants are [Br:1][C:2]1[CH:7]=[CH:6][C:5]([N:8]2[C:12](=[O:13])[NH:11][N:10]=[CH:9]2)=[C:4]([F:14])[CH:3]=1.[OH-].[Na+].Br[CH2:18][C:19]([N:21]1[CH2:25][CH2:24][CH2:23][CH2:22]1)=[O:20]. The catalyst is CN(C)C=O. The product is [Br:1][C:2]1[CH:7]=[CH:6][C:5]([N:8]2[C:12](=[O:13])[N:11]([CH2:18][C:19](=[O:20])[N:21]3[CH2:25][CH2:24][CH2:23][CH2:22]3)[N:10]=[CH:9]2)=[C:4]([F:14])[CH:3]=1. The yield is 0.403. (5) The reactants are [Cl:1][C:2]1[C:19]([Cl:20])=[CH:18][C:5]([CH2:6][N:7]2C(=O)C3C(=CC=CC=3)C2=O)=[C:4]([O:21][CH3:22])[CH:3]=1.O.NN. The catalyst is CCO. The product is [Cl:1][C:2]1[C:19]([Cl:20])=[CH:18][C:5]([CH2:6][NH2:7])=[C:4]([O:21][CH3:22])[CH:3]=1. The yield is 0.780. (6) The reactants are [CH3:1][N:2]([C:11]1[CH:12]=[CH:13][CH:14]=[C:15]2[C:19]=1[NH:18][C:17]([C:20]1[S:21][CH:22]([CH2:25][C:26](=O)[CH:27]=[CH2:28])[CH2:23][N:24]=1)=[CH:16]2)[S:3]([C:6]1[S:7][CH:8]=[CH:9][CH:10]=1)(=[O:5])=[O:4].[OH:30][CH2:31][CH2:32][NH:33][NH2:34].O. The catalyst is O1CCCC1. The product is [OH:30][CH2:31][CH2:32][N:33]1[CH2:28][CH2:27][C:26]([CH2:25][CH:22]2[S:21][C:20]([C:17]3[NH:18][C:19]4[C:15]([CH:16]=3)=[CH:14][CH:13]=[CH:12][C:11]=4[N:2]([CH3:1])[S:3]([C:6]3[S:7][CH:8]=[CH:9][CH:10]=3)(=[O:4])=[O:5])=[N:24][CH2:23]2)=[N:34]1. The yield is 0.580. (7) The reactants are [Cl:1][C:2]1[CH:7]=[C:6]([O:8][CH3:9])[CH:5]=[CH:4][C:3]=1[OH:10].C([O-])([O-])=O.[K+].[K+].Br[C:18]1[S:19][CH:20]=[CH:21][N:22]=1.O. The catalyst is CN(C)C=O. The product is [Cl:1][C:2]1[CH:7]=[C:6]([O:8][CH3:9])[CH:5]=[CH:4][C:3]=1[O:10][C:18]1[S:19][CH:20]=[CH:21][N:22]=1. The yield is 0.810. (8) The reactants are [N+:1]([C:4]1[CH:5]=[C:6]([C:10]([C:13]2[CH:18]=[CH:17][CH:16]=[CH:15][CH:14]=2)([OH:12])[CH3:11])[CH:7]=[CH:8][CH:9]=1)([O-])=O.[NH4+].[Cl-]. The catalyst is CO.O.[Zn]. The product is [NH2:1][C:4]1[CH:5]=[C:6]([C:10]([C:13]2[CH:18]=[CH:17][CH:16]=[CH:15][CH:14]=2)([OH:12])[CH3:11])[CH:7]=[CH:8][CH:9]=1. The yield is 0.380.